This data is from Forward reaction prediction with 1.9M reactions from USPTO patents (1976-2016). The task is: Predict the product of the given reaction. (1) Given the reactants CC(OC([NH:8][CH:9]1[C@@H:14]2[C@H:10]1[CH2:11][N:12]([C:15]([O:17][CH2:18][C:19]1[CH:24]=[CH:23][CH:22]=[CH:21][CH:20]=1)=[O:16])[CH2:13]2)=O)(C)C.C(O)(C(F)(F)F)=O.C(=O)(O)[O-].C(=O)([O-])[O-].[K+].[K+], predict the reaction product. The product is: [NH2:8][CH:9]1[C@@H:14]2[C@H:10]1[CH2:11][N:12]([C:15]([O:17][CH2:18][C:19]1[CH:24]=[CH:23][CH:22]=[CH:21][CH:20]=1)=[O:16])[CH2:13]2. (2) Given the reactants [C:1]([O:5][C:6]([NH:8][CH:9]([CH2:27][C:28]1[CH:33]=[CH:32][C:31]([Cl:34])=[CH:30][C:29]=1[Cl:35])[C:10]([N:12]1[CH2:17][CH2:16][N:15]([C@@H:18]2[CH2:23][CH2:22][CH2:21][CH2:20][C@H:19]2[C:24]([OH:26])=O)[CH2:14][CH2:13]1)=[O:11])=[O:7])([CH3:4])([CH3:3])[CH3:2].[CH:36]([N:39](C(C)C)CC)([CH3:38])[CH3:37].CN(C(ON1N=NC2C=CC=CC1=2)=[N+](C)C)C.F[P-](F)(F)(F)(F)F.C(N)(C)C, predict the reaction product. The product is: [C:1]([O:5][C:6](=[O:7])[NH:8][CH:9]([CH2:27][C:28]1[CH:33]=[CH:32][C:31]([Cl:34])=[CH:30][C:29]=1[Cl:35])[C:10]([N:12]1[CH2:13][CH2:14][N:15]([C@@H:18]2[CH2:23][CH2:22][CH2:21][CH2:20][C@H:19]2[C:24](=[O:26])[NH:39][CH:36]([CH3:38])[CH3:37])[CH2:16][CH2:17]1)=[O:11])([CH3:2])([CH3:3])[CH3:4].